Predict the reactants needed to synthesize the given product. From a dataset of Full USPTO retrosynthesis dataset with 1.9M reactions from patents (1976-2016). (1) Given the product [Cl:28][C:25]1[CH:24]=[CH:23][C:22]([C:17]2[C:16]([S:13]([NH:12][C:8]3[C:9]4[CH2:10][CH2:11][C@H:2]([N:34]([CH3:33])[CH3:37])[CH2:3][C:4]=4[C:5]([O:29][CH3:30])=[CH:6][CH:7]=3)(=[O:14])=[O:15])=[CH:21][CH:20]=[CH:19][CH:18]=2)=[CH:27][CH:26]=1, predict the reactants needed to synthesize it. The reactants are: N[C@H:2]1[CH2:11][CH2:10][C:9]2[C:8]([NH:12][S:13]([C:16]3[C:17]([C:22]4[CH:27]=[CH:26][C:25]([Cl:28])=[CH:24][CH:23]=4)=[CH:18][CH:19]=[CH:20][CH:21]=3)(=[O:15])=[O:14])=[CH:7][CH:6]=[C:5]([O:29][CH3:30])[C:4]=2[CH2:3]1.C=O.[C:33]([BH3-])#[N:34].[Na+].[C:37](=O)([O-])O.[Na+]. (2) Given the product [C:12]1([C:15]2[CH:16]=[CH:17][CH:18]=[CH:19][CH:20]=2)[CH:13]=[CH:14][C:9]([C:7]([NH:6][CH2:5][C:4]([OH:21])=[O:3])=[O:8])=[CH:10][CH:11]=1, predict the reactants needed to synthesize it. The reactants are: C([O:3][C:4](=[O:21])[CH2:5][NH:6][C:7]([C:9]1[CH:14]=[CH:13][C:12]([C:15]2[CH:20]=[CH:19][CH:18]=[CH:17][CH:16]=2)=[CH:11][CH:10]=1)=[O:8])C.CO.O.O[Li].O. (3) Given the product [CH:20]1([N:23]2[C:32]3[C:27](=[CH:28][CH:29]=[CH:30][CH:31]=3)[N:26]([C:17]([C:15]3[CH:14]=[CH:13][CH:12]=[C:11]([O:10][CH2:9][C:3]4[CH:4]=[C:5]([Cl:8])[CH:6]=[CH:7][C:2]=4[Cl:1])[N:16]=3)=[O:19])[CH2:25][CH2:24]2)[CH2:22][CH2:21]1, predict the reactants needed to synthesize it. The reactants are: [Cl:1][C:2]1[CH:7]=[CH:6][C:5]([Cl:8])=[CH:4][C:3]=1[CH2:9][O:10][C:11]1[N:16]=[C:15]([C:17]([OH:19])=O)[CH:14]=[CH:13][CH:12]=1.[CH:20]1([N:23]2[C:32]3[C:27](=[CH:28][CH:29]=[CH:30][CH:31]=3)[NH:26][CH2:25][CH2:24]2)[CH2:22][CH2:21]1.CN(C(ON1N=NC2C=CC=NC1=2)=[N+](C)C)C.F[P-](F)(F)(F)(F)F.CCN(C(C)C)C(C)C. (4) Given the product [CH3:20][C:17]1([N:14]2[CH2:15][CH2:16][NH:11][CH2:12][CH2:13]2)[CH2:19][CH2:18]1, predict the reactants needed to synthesize it. The reactants are: C(OC([N:11]1[CH2:16][CH2:15][N:14]([C:17]2([CH3:20])[CH2:19][CH2:18]2)[CH2:13][CH2:12]1)=O)C1C=CC=CC=1. (5) Given the product [CH2:2]([NH:34][C:24]([C:13]1[CH:14]=[CH:15][S:11][C:12]=1[NH:16][C:17](=[O:23])[O:18][C:19]([CH3:20])([CH3:22])[CH3:21])=[O:26])[C:1]1[CH:4]=[CH:8][CH:7]=[CH:6][CH:3]=1, predict the reactants needed to synthesize it. The reactants are: [C:1]([Li])([CH3:4])([CH3:3])[CH3:2].[CH3:6][CH2:7][CH2:8]CC.[S:11]1[CH:15]=[CH:14][CH:13]=[C:12]1[NH:16][C:17](=[O:23])[O:18][C:19]([CH3:22])([CH3:21])[CH3:20].[C:24](=[O:26])=O.C([NH2:34])C1C=CC=CC=1.Cl.CN(C)CCCN=C=NCC.ON1C2N=CC=CC=2N=N1.C(N(CC)CC)C. (6) Given the product [S:15]1[C:19]2[CH:20]=[CH:21][CH:22]=[CH:23][C:18]=2[CH:17]=[C:16]1[CH:24]([C:2]1[CH:7]=[CH:6][CH:5]=[CH:4][C:3]=1[CH:8]=[CH2:9])[NH:25][S:26]([C:29]1[CH:39]=[CH:38][C:32]2[O:33][CH2:34][CH2:35][CH2:36][O:37][C:31]=2[CH:30]=1)(=[O:27])=[O:28], predict the reactants needed to synthesize it. The reactants are: Br[C:2]1[CH:7]=[CH:6][CH:5]=[CH:4][C:3]=1[CH:8]=[CH2:9].C([Li])CCC.[S:15]1[C:19]2[CH:20]=[CH:21][CH:22]=[CH:23][C:18]=2[CH:17]=[C:16]1[CH:24]=[N:25][S:26]([C:29]1[CH:39]=[CH:38][C:32]2[O:33][CH2:34][CH2:35][CH2:36][O:37][C:31]=2[CH:30]=1)(=[O:28])=[O:27].C(=O)(O)[O-].[Na+].